Dataset: Full USPTO retrosynthesis dataset with 1.9M reactions from patents (1976-2016). Task: Predict the reactants needed to synthesize the given product. Given the product [NH2:23][C@@H:19]([CH:20]([CH3:22])[CH3:21])[C@@H:18]([OH:31])[C:17]([NH:16][C@H:15]1[CH2:14][CH2:13][CH2:12][CH2:11][NH:10][C:9]1=[O:8])=[O:32], predict the reactants needed to synthesize it. The reactants are: Cl.O1CCOCC1.[O:8]=[C:9]1[C@@H:15]([NH:16][C:17](=[O:32])[C@H:18]([OH:31])[C@@H:19]([NH:23]C(OC(C)(C)C)=O)[CH:20]([CH3:22])[CH3:21])[CH2:14][CH2:13][CH2:12][CH2:11][NH:10]1.